This data is from Forward reaction prediction with 1.9M reactions from USPTO patents (1976-2016). The task is: Predict the product of the given reaction. The product is: [C:8]([O:12][C:13](=[O:21])[NH:14][CH:15]1[CH2:20][CH2:19][N:18]([CH2:2][C:3]([CH:5]2[CH2:7][CH2:6]2)=[O:4])[CH2:17][CH2:16]1)([CH3:11])([CH3:9])[CH3:10]. Given the reactants Br[CH2:2][C:3]([CH:5]1[CH2:7][CH2:6]1)=[O:4].[C:8]([O:12][C:13](=[O:21])[NH:14][CH:15]1[CH2:20][CH2:19][NH:18][CH2:17][CH2:16]1)([CH3:11])([CH3:10])[CH3:9].C(=O)([O-])[O-].[K+].[K+], predict the reaction product.